From a dataset of Forward reaction prediction with 1.9M reactions from USPTO patents (1976-2016). Predict the product of the given reaction. (1) Given the reactants C(O)(C(F)(F)F)=O.[CH:8]1([N:13]2[C:17]3[N:18]=[C:19]([NH2:22])[N:20]=[CH:21][C:16]=3[C:15]3[CH:23]=[CH:24][N:25]=[CH:26][C:14]2=3)[CH2:12][CH2:11][CH2:10][CH2:9]1.Cl[C:28]1[N:33]=[N:32][C:31]([N:34]2[CH2:39][CH2:38][N:37]([CH2:40][C:41]([O:43][CH2:44][CH3:45])=[O:42])[CH2:36][CH2:35]2)=[CH:30][CH:29]=1, predict the reaction product. The product is: [CH:8]1([N:13]2[C:17]3[N:18]=[C:19]([NH:22][C:28]4[N:33]=[N:32][C:31]([N:34]5[CH2:39][CH2:38][N:37]([CH2:40][C:41]([O:43][CH2:44][CH3:45])=[O:42])[CH2:36][CH2:35]5)=[CH:30][CH:29]=4)[N:20]=[CH:21][C:16]=3[C:15]3[CH:23]=[CH:24][N:25]=[CH:26][C:14]2=3)[CH2:9][CH2:10][CH2:11][CH2:12]1. (2) Given the reactants [C:1]([O:5][C:6]([N:8]1[CH2:13][CH2:12][CH:11]([OH:14])[CH2:10][CH2:9]1)=[O:7])([CH3:4])([CH3:3])[CH3:2].[H-].[Na+].Cl[CH2:18][CH2:19][N:20]([CH3:22])[CH3:21], predict the reaction product. The product is: [C:1]([O:5][C:6]([N:8]1[CH2:13][CH2:12][CH:11]([O:14][CH2:18][CH2:19][N:20]([CH3:22])[CH3:21])[CH2:10][CH2:9]1)=[O:7])([CH3:4])([CH3:2])[CH3:3]. (3) Given the reactants C1C=CC(P(C2C=CC=CC=2)C2C=CC=CC=2)=CC=1.Br[C:21]1[CH:26]=[CH:25][C:24]([CH:27]2[S:33][CH2:32][CH:31]([CH3:34])[NH:30][C:29]3[N:35]([CH2:44][CH3:45])[N:36]=[C:37]([C:38]4[CH:43]=[CH:42][CH:41]=[CH:40][N:39]=4)[C:28]2=3)=[C:23]([CH3:46])[CH:22]=1.[CH3:47][C:48]([OH:52])([C:50]#[CH:51])[CH3:49], predict the reaction product. The product is: [CH2:44]([N:35]1[C:29]2[NH:30][CH:31]([CH3:34])[CH2:32][S:33][CH:27]([C:24]3[CH:25]=[CH:26][C:21]([C:51]#[C:50][C:48]([CH3:49])([OH:52])[CH3:47])=[CH:22][C:23]=3[CH3:46])[C:28]=2[C:37]([C:38]2[CH:43]=[CH:42][CH:41]=[CH:40][N:39]=2)=[N:36]1)[CH3:45].